Task: Predict the reactants needed to synthesize the given product.. Dataset: Retrosynthesis with 50K atom-mapped reactions and 10 reaction types from USPTO (1) Given the product CC(C)C(=O)Nc1cccc(C2CCN(CCCC(Oc3ccc(Cl)cc3)c3ccc(Cl)cc3)CC2)c1, predict the reactants needed to synthesize it. The reactants are: CC(C)C(=O)Nc1cccc(C2CCN(CCCC(O)c3ccc(Cl)cc3)CC2)c1.Oc1ccc(Cl)cc1. (2) Given the product Cc1cccc(C)c1Oc1ccc2ccc(N)nc2n1, predict the reactants needed to synthesize it. The reactants are: Cc1cccc(C)c1O.Nc1ccc2ccc(Cl)nc2n1. (3) Given the product CN(C)C(C(=O)Nc1ccc(C(=O)N2Cc3cccn3Cc3ccccc32)cc1)c1ccccc1, predict the reactants needed to synthesize it. The reactants are: CNC.O=C(Nc1ccc(C(=O)N2Cc3cccn3Cc3ccccc32)cc1)C(Cl)c1ccccc1. (4) Given the product COc1cc(OCc2cccc(-c3ccc(C(=O)N(C)C)cc3)n2)c2cc(-c3cn4nc(OC)sc4n3)oc2c1, predict the reactants needed to synthesize it. The reactants are: CN(C)C(=O)c1ccc(-c2cccc(CO)n2)cc1.COc1cc(O)c2cc(-c3cn4nc(OC)sc4n3)oc2c1. (5) The reactants are: CCOC(=O)c1cc(-c2ccc(OCc3ccccc3)cc2OCc2ccccc2)n[nH]1. Given the product O=C(O)c1cc(-c2ccc(OCc3ccccc3)cc2OCc2ccccc2)n[nH]1, predict the reactants needed to synthesize it. (6) Given the product CCOc1cc(N)c(C(=O)OC)cc1OC, predict the reactants needed to synthesize it. The reactants are: CCOc1cc([N+](=O)[O-])c(C(=O)OC)cc1OC. (7) Given the product CC(C)(C)c1ccc(-c2cn[nH]c(=O)c2)cc1, predict the reactants needed to synthesize it. The reactants are: CC(C)(C)c1ccc(B(O)O)cc1.O=c1cc(Cl)cn[nH]1. (8) Given the product N[C@@H]1CC[C@@H](c2cccc(F)c2F)CN(CC(F)(F)F)C1=S, predict the reactants needed to synthesize it. The reactants are: CC(C)(C)OC(=O)N[C@@H]1CC[C@@H](c2cccc(F)c2F)CN(CC(F)(F)F)C1=S. (9) The reactants are: COP(OC)OC.Cc1cc(C(C)(C)C)c(O)c(C)c1CCl. Given the product COP(=O)(Cc1c(C)cc(C(C)(C)C)c(O)c1C)OC, predict the reactants needed to synthesize it.